Regression. Given two drug SMILES strings and cell line genomic features, predict the synergy score measuring deviation from expected non-interaction effect. From a dataset of NCI-60 drug combinations with 297,098 pairs across 59 cell lines. (1) Cell line: HOP-92. Drug 2: COC1=C2C(=CC3=C1OC=C3)C=CC(=O)O2. Drug 1: C1=CC(=CC=C1CC(C(=O)O)N)N(CCCl)CCCl.Cl. Synergy scores: CSS=13.7, Synergy_ZIP=-1.53, Synergy_Bliss=2.20, Synergy_Loewe=-7.42, Synergy_HSA=-0.132. (2) Drug 1: CC1=C2C(C(=O)C3(C(CC4C(C3C(C(C2(C)C)(CC1OC(=O)C(C(C5=CC=CC=C5)NC(=O)OC(C)(C)C)O)O)OC(=O)C6=CC=CC=C6)(CO4)OC(=O)C)OC)C)OC. Drug 2: CC(C)CN1C=NC2=C1C3=CC=CC=C3N=C2N. Cell line: UO-31. Synergy scores: CSS=40.6, Synergy_ZIP=-1.12, Synergy_Bliss=-1.79, Synergy_Loewe=-40.0, Synergy_HSA=-1.61. (3) Drug 1: CC1CCC2CC(C(=CC=CC=CC(CC(C(=O)C(C(C(=CC(C(=O)CC(OC(=O)C3CCCCN3C(=O)C(=O)C1(O2)O)C(C)CC4CCC(C(C4)OC)OCCO)C)C)O)OC)C)C)C)OC. Drug 2: C1=CN(C=N1)CC(O)(P(=O)(O)O)P(=O)(O)O. Cell line: MALME-3M. Synergy scores: CSS=10.6, Synergy_ZIP=-3.92, Synergy_Bliss=1.73, Synergy_Loewe=-21.0, Synergy_HSA=-1.92. (4) Drug 1: CNC(=O)C1=CC=CC=C1SC2=CC3=C(C=C2)C(=NN3)C=CC4=CC=CC=N4. Drug 2: CC1C(C(=O)NC(C(=O)N2CCCC2C(=O)N(CC(=O)N(C(C(=O)O1)C(C)C)C)C)C(C)C)NC(=O)C3=C4C(=C(C=C3)C)OC5=C(C(=O)C(=C(C5=N4)C(=O)NC6C(OC(=O)C(N(C(=O)CN(C(=O)C7CCCN7C(=O)C(NC6=O)C(C)C)C)C)C(C)C)C)N)C. Cell line: RPMI-8226. Synergy scores: CSS=10.5, Synergy_ZIP=35.4, Synergy_Bliss=30.1, Synergy_Loewe=23.2, Synergy_HSA=24.9.